Task: Predict the reactants needed to synthesize the given product.. Dataset: Full USPTO retrosynthesis dataset with 1.9M reactions from patents (1976-2016) (1) Given the product [F:1][C:2]1[CH:19]=[CH:18][C:5]([O:6][C:7]2[CH:15]=[CH:14][CH:13]=[C:12]([O:16][CH3:17])[C:8]=2[C:9]([NH:30][CH3:29])=[O:10])=[C:4]([NH:20][C:21]([NH:23][C:24]2[S:25][CH:26]=[CH:27][N:28]=2)=[O:22])[CH:3]=1, predict the reactants needed to synthesize it. The reactants are: [F:1][C:2]1[CH:19]=[CH:18][C:5]([O:6][C:7]2[CH:15]=[CH:14][CH:13]=[C:12]([O:16][CH3:17])[C:8]=2[C:9](O)=[O:10])=[C:4]([NH:20][C:21]([NH:23][C:24]2[S:25][CH:26]=[CH:27][N:28]=2)=[O:22])[CH:3]=1.[CH3:29][NH2:30].C1COCC1. (2) Given the product [CH2:1]([O:3][C:4]([C:6]1[C:7]([CH3:19])=[N:8][C:9]([N:13]2[CH2:18][CH2:17][O:16][CH2:15][CH2:14]2)=[CH:10][C:11]=1[S:22][CH2:21][CH3:20])=[O:5])[CH3:2], predict the reactants needed to synthesize it. The reactants are: [CH2:1]([O:3][C:4]([C:6]1[C:7]([CH3:19])=[N:8][C:9]([N:13]2[CH2:18][CH2:17][O:16][CH2:15][CH2:14]2)=[CH:10][C:11]=1Cl)=[O:5])[CH3:2].[CH3:20][CH2:21][SH:22].C(=O)([O-])[O-].[K+].[K+]. (3) The reactants are: C(=O)([O-])[O-].[K+].[K+].[Cl:7][C:8]1[CH:15]=[CH:14][CH:13]=[CH:12][C:9]=1[CH2:10]Br.[CH3:16][O:17][C:18](=[O:32])[C:19]1[CH:24]=[C:23]([O:25][CH2:26][CH:27]=[C:28]([CH3:30])[CH3:29])[CH:22]=[C:21]([OH:31])[CH:20]=1. Given the product [CH3:16][O:17][C:18](=[O:32])[C:19]1[CH:24]=[C:23]([O:25][CH2:26][CH:27]=[C:28]([CH3:29])[CH3:30])[CH:22]=[C:21]([O:31][CH2:10][C:9]2[CH:12]=[CH:13][CH:14]=[CH:15][C:8]=2[Cl:7])[CH:20]=1, predict the reactants needed to synthesize it. (4) Given the product [CH3:1][C:2]1([CH3:39])[CH2:11][CH:10]=[C:9]([C:12]2[CH:17]=[CH:16][C:15]([OH:18])=[CH:14][CH:13]=2)[C:8]2[CH:7]=[C:6]([C:26]#[C:27][C:28]3[CH:29]=[CH:30][C:31]([C:32]([OH:34])=[O:33])=[CH:37][CH:38]=3)[CH:5]=[CH:4][C:3]1=2, predict the reactants needed to synthesize it. The reactants are: [CH3:1][C:2]1([CH3:39])[CH2:11][CH:10]=[C:9]([C:12]2[CH:17]=[CH:16][C:15]([O:18][Si](CC(C)C)(C)C)=[CH:14][CH:13]=2)[C:8]2[CH:7]=[C:6]([C:26]#[C:27][C:28]3[CH:38]=[CH:37][C:31]([C:32]([O:34]CC)=[O:33])=[CH:30][CH:29]=3)[CH:5]=[CH:4][C:3]1=2.[OH-].[Na+].Cl. (5) Given the product [CH3:3][CH:2]([NH:4][C:5]1[N:13]=[C:12]2[C:8]([N:9]=[C:10]([NH:22][C:23]3[C:28]([F:29])=[CH:27][C:26]([F:30])=[CH:25][C:24]=3[F:31])[N:11]2[C@@H:14]([CH3:21])[CH2:15][CH2:16][C:17]([NH2:32])=[O:18])=[CH:7][N:6]=1)[CH3:1], predict the reactants needed to synthesize it. The reactants are: [CH3:1][CH:2]([NH:4][C:5]1[N:13]=[C:12]2[C:8]([N:9]=[C:10]([NH:22][C:23]3[C:28]([F:29])=[CH:27][C:26]([F:30])=[CH:25][C:24]=3[F:31])[N:11]2[C@@H:14]([CH3:21])[CH2:15][CH2:16][C:17](OC)=[O:18])=[CH:7][N:6]=1)[CH3:3].[NH3:32]. (6) Given the product [CH3:7][C:8]1[CH:18]=[CH:17][C:11]([O:3][CH2:2][C:1]([Cl:6])=[O:5])=[CH:10][CH:9]=1, predict the reactants needed to synthesize it. The reactants are: [C:1]([Cl:6])(=[O:5])[C:2](Cl)=[O:3].[CH3:7][C:8]1[CH:18]=[CH:17][C:11](OCC(O)=O)=[CH:10][CH:9]=1. (7) Given the product [C:1]([O:4][CH2:5][C@H:6]([NH2:20])[C:7]1[CH:8]=[CH:9][C:10]([O:13][CH2:14][CH:15]([CH3:19])[CH2:16][CH2:17][CH3:18])=[CH:11][CH:12]=1)(=[O:3])[CH3:2], predict the reactants needed to synthesize it. The reactants are: [C:1]([O:4][CH2:5][C@H:6]([NH:20]C(OC(C)(C)C)=O)[C:7]1[CH:12]=[CH:11][C:10]([O:13][CH2:14][CH:15]([CH3:19])[CH2:16][CH2:17][CH3:18])=[CH:9][CH:8]=1)(=[O:3])[CH3:2].CCOCC.